The task is: Predict the product of the given reaction.. This data is from Forward reaction prediction with 1.9M reactions from USPTO patents (1976-2016). (1) Given the reactants [C:1]([OH:9])(=[O:8])[CH:2]([CH2:4][C:5]([OH:7])=[O:6])[OH:3].[O-2:10].[Zn+2:11].C(=O)([O-])[O-:13].[Ca+2:16], predict the reaction product. The product is: [C:1]([OH:9])(=[O:8])[CH:2]([CH2:4][C:5]([OH:7])=[O:6])[OH:3].[C:1]([O-:9])(=[O:8])[CH:2]([CH2:4][C:5]([O-:7])=[O:6])[OH:3].[Zn+2:11].[OH:10][Ca:16][OH:13].[C:1]([O-:9])(=[O:8])[CH:2]([CH2:4][C:5]([O-:7])=[O:6])[OH:3]. (2) Given the reactants [NH2:1][C:2]1[CH:31]=[CH:30][C:5]([CH2:6][C:7]2[NH:15][C:14]3[C:13](=[O:16])[N:12]([CH2:17][C:18]4[CH:23]=[CH:22][CH:21]=[CH:20][C:19]=4[F:24])[C:11](=[O:25])[N:10]([CH2:26][CH2:27][CH2:28][CH3:29])[C:9]=3[N:8]=2)=[CH:4][CH:3]=1.[Cl:32][C:33]1[CH:34]=[C:35]([S:40](Cl)(=[O:42])=[O:41])[CH:36]=[CH:37][C:38]=1[Cl:39], predict the reaction product. The product is: [CH2:26]([N:10]1[C:9]2[N:8]=[C:7]([CH2:6][C:5]3[CH:4]=[CH:3][C:2]([NH:1][S:40]([C:35]4[CH:36]=[CH:37][C:38]([Cl:39])=[C:33]([Cl:32])[CH:34]=4)(=[O:42])=[O:41])=[CH:31][CH:30]=3)[NH:15][C:14]=2[C:13](=[O:16])[N:12]([CH2:17][C:18]2[CH:23]=[CH:22][CH:21]=[CH:20][C:19]=2[F:24])[C:11]1=[O:25])[CH2:27][CH2:28][CH3:29]. (3) Given the reactants I[C:2]1[O:6][C:5]([P:7]([O:12][CH2:13][CH3:14])(=[O:11])[O:8][CH2:9][CH3:10])=[CH:4][CH:3]=1.[F:15][C:16]1[CH:21]=[CH:20][C:19](B(O)O)=[CH:18][CH:17]=1.C(N(C(C)C)CC)(C)C, predict the reaction product. The product is: [F:15][C:16]1[CH:21]=[CH:20][C:19]([C:2]2[O:6][C:5]([P:7]([O:12][CH2:13][CH3:14])(=[O:11])[O:8][CH2:9][CH3:10])=[CH:4][CH:3]=2)=[CH:18][CH:17]=1. (4) The product is: [OH:8][CH2:7][C:6]1[CH:11]=[CH:12][C:3]([C:1]#[N:2])=[CH:4][C:5]=1[O:13][C:14]1[CH:15]=[CH:16][C:17]([CH2:20][O:21][CH:22]2[CH2:27][CH2:26][O:25][CH2:24][CH2:23]2)=[CH:18][CH:19]=1. Given the reactants [C:1]([C:3]1[CH:12]=[CH:11][C:6]([C:7](OC)=[O:8])=[C:5]([O:13][C:14]2[CH:19]=[CH:18][C:17]([CH2:20][O:21][CH:22]3[CH2:27][CH2:26][O:25][CH2:24][CH2:23]3)=[CH:16][CH:15]=2)[CH:4]=1)#[N:2].[BH4-].[Li+].O1CCCC1.O, predict the reaction product.